This data is from Catalyst prediction with 721,799 reactions and 888 catalyst types from USPTO. The task is: Predict which catalyst facilitates the given reaction. (1) Product: [CH3:1][C:2]1[O:3][C:4]2[C:10]([C:11]([OH:13])=[O:12])=[CH:9][CH:8]=[C:7](/[CH:15]=[CH:16]/[C:17](=[O:34])[NH:18][CH:19]([C:24]3[CH:29]=[CH:28][CH:27]=[C:26]([C:30]([F:32])([F:31])[F:33])[CH:25]=3)[C:20]([F:21])([F:22])[F:23])[C:5]=2[CH:6]=1. Reactant: [CH3:1][C:2]1[O:3][C:4]2[C:10]([C:11]([O:13]C)=[O:12])=[CH:9][CH:8]=[C:7](/[CH:15]=[CH:16]/[C:17](=[O:34])[NH:18][CH:19]([C:24]3[CH:29]=[CH:28][CH:27]=[C:26]([C:30]([F:33])([F:32])[F:31])[CH:25]=3)[C:20]([F:23])([F:22])[F:21])[C:5]=2[CH:6]=1.[OH-].[Na+].Cl. The catalyst class is: 1. (2) Reactant: [CH3:1][O:2][CH2:3][C:4]1[NH:5][C:6]([C:9]2[C:10]([CH3:20])=[CH:11][C:12]([CH3:19])=[C:13]([CH:18]=2)[C:14]([O:16][CH3:17])=[O:15])=[CH:7][N:8]=1.C1C(=O)N([Cl:28])C(=O)C1. Product: [Cl:28][C:7]1[N:8]=[C:4]([CH2:3][O:2][CH3:1])[NH:5][C:6]=1[C:9]1[C:10]([CH3:20])=[CH:11][C:12]([CH3:19])=[C:13]([CH:18]=1)[C:14]([O:16][CH3:17])=[O:15]. The catalyst class is: 22. (3) Reactant: Cl[C:2]1[CH:7]=[CH:6][N:5]=[C:4]2[CH:8]=[CH:9][NH:10][C:3]=12.[C:11]([O:15][C:16](=[O:35])[NH:17][CH:18]([CH2:27][C:28]1[CH:33]=[CH:32][C:31]([Cl:34])=[CH:30][CH:29]=1)[C:19](=[O:26])[N:20]1[CH2:25][CH2:24][NH:23][CH2:22][CH2:21]1)([CH3:14])([CH3:13])[CH3:12]. Product: [C:11]([O:15][C:16](=[O:35])[NH:17][CH:18]([CH2:27][C:28]1[CH:29]=[CH:30][C:31]([Cl:34])=[CH:32][CH:33]=1)[C:19](=[O:26])[N:20]1[CH2:21][CH2:22][N:23]([C:2]2[CH:7]=[CH:6][N:5]=[C:4]3[CH:8]=[CH:9][NH:10][C:3]=23)[CH2:24][CH2:25]1)([CH3:14])([CH3:12])[CH3:13]. The catalyst class is: 113. (4) Reactant: [Cl:1][C:2]1[CH:3]=[C:4]([NH:8][C:9]([C:11]2[CH:15]=[N:14][O:13][N:12]=2)=[S:10])[CH:5]=[CH:6][CH:7]=1.F[C:17](F)(F)S(OC)(=O)=O.C(N(CC)C(C)C)(C)C. Product: [Cl:1][C:2]1[CH:3]=[C:4]([N:8]=[C:9]([C:11]2[CH:15]=[N:14][O:13][N:12]=2)[S:10][CH3:17])[CH:5]=[CH:6][CH:7]=1. The catalyst class is: 4.